From a dataset of Reaction yield outcomes from USPTO patents with 853,638 reactions. Predict the reaction yield, written as a fraction of the theoretical maximum amount of product (1.0 means a 100% yield; for example, 0.34 means a 34% yield). (1) The catalyst is CC(C)=O. The product is [C:16]([NH:24][C:25]([NH:15][C:5]1[CH:6]=[C:7]([C:9]2[CH:14]=[CH:13][CH:12]=[CH:11][CH:10]=2)[CH:8]=[C:3]([O:2][CH3:1])[CH:4]=1)=[S:26])(=[O:23])[C:17]1[CH:22]=[CH:21][CH:20]=[CH:19][CH:18]=1. The yield is 0.860. The reactants are [CH3:1][O:2][C:3]1[CH:4]=[C:5]([NH2:15])[CH:6]=[C:7]([C:9]2[CH:14]=[CH:13][CH:12]=[CH:11][CH:10]=2)[CH:8]=1.[C:16]([N:24]=[C:25]=[S:26])(=[O:23])[C:17]1[CH:22]=[CH:21][CH:20]=[CH:19][CH:18]=1. (2) The reactants are COC(C1C=C(O)C2C(=C(OC)C=C(Br)C=2)N=1)=O.C[O:20][C:21]([C:23]1[CH:32]=[C:31]([OH:33])[C:30]2[C:25](=[C:26]([O:37]C)[CH:27]=[C:28]([CH2:34][CH2:35][CH3:36])[CH:29]=2)[N:24]=1)=[O:22]. No catalyst specified. The product is [OH:33][C:31]1[C:30]2[C:25](=[C:26]([OH:37])[CH:27]=[C:28]([CH2:34][CH2:35][CH3:36])[CH:29]=2)[N:24]=[C:23]([C:21]([OH:22])=[O:20])[CH:32]=1. The yield is 0.340. (3) The reactants are C(O)(C(F)(F)F)=O.C(OC([NH:15][CH2:16][C:17]([NH:19][CH2:20][C:21]1([C:34]2[CH:39]=[CH:38][CH:37]=[C:36]([C:40]3[CH:41]=[N:42][N:43]([CH3:45])[CH:44]=3)[CH:35]=2)[CH2:26][CH2:25][N:24](C(OC(C)(C)C)=O)[CH2:23][CH2:22]1)=[O:18])=O)(C)(C)C. The catalyst is C(Cl)Cl. The product is [NH2:15][CH2:16][C:17]([NH:19][CH2:20][C:21]1([C:34]2[CH:39]=[CH:38][CH:37]=[C:36]([C:40]3[CH:41]=[N:42][N:43]([CH3:45])[CH:44]=3)[CH:35]=2)[CH2:22][CH2:23][NH:24][CH2:25][CH2:26]1)=[O:18]. The yield is 0.741. (4) The reactants are Cl.[CH3:2][S:3]([C:6]1[CH:11]=[CH:10][C:9]([N:12]2[C:16]3=[N:17][CH:18]=[N:19][C:20]([O:21][CH:22]4[CH2:27][CH2:26][NH:25][CH2:24][CH2:23]4)=[C:15]3[CH:14]=[N:13]2)=[CH:8][CH:7]=1)(=[O:5])=[O:4].CCN(CC)CC.[CH2:35]([C:37]([CH2:39]Br)=[O:38])[CH3:36].C(O)(C(F)(F)F)=O. The catalyst is O1CCOCC1.CC#N.O. The product is [CH3:2][S:3]([C:6]1[CH:11]=[CH:10][C:9]([N:12]2[C:16]3=[N:17][CH:18]=[N:19][C:20]([O:21][CH:22]4[CH2:27][CH2:26][N:25]([CH2:39][C:37](=[O:38])[CH2:35][CH3:36])[CH2:24][CH2:23]4)=[C:15]3[CH:14]=[N:13]2)=[CH:8][CH:7]=1)(=[O:4])=[O:5]. The yield is 0.190. (5) The reactants are [NH2:1][C:2]1[C:7]([C:8]([O:10]C)=[O:9])=[C:6]([O:12][CH3:13])[CH:5]=[C:4]([O:14][CH3:15])[N:3]=1.[OH-].[K+]. The catalyst is O.C(O)C. The product is [NH2:1][C:2]1[N:3]=[C:4]([O:14][CH3:15])[CH:5]=[C:6]([O:12][CH3:13])[C:7]=1[C:8]([OH:10])=[O:9]. The yield is 1.00. (6) The reactants are Cl.CN(C)CCCN=C=NCC.CN(C=O)C.[CH3:18][N:19]1[C:27]2[C:22](=[CH:23][CH:24]=[CH:25][CH:26]=2)[C:21]([CH3:28])=[C:20]1[C:29]([OH:31])=O.[NH2:32][C@H:33]([C:37]([NH:39][CH:40]([CH:49]([OH:52])[CH2:50][F:51])[CH2:41][C:42]([O:44][C:45]([CH3:48])([CH3:47])[CH3:46])=[O:43])=[O:38])[CH:34]([CH3:36])[CH3:35]. The catalyst is CN(C)C1C=CN=CC=1.C(Cl)Cl. The product is [CH3:18][N:19]1[C:27]2[C:22](=[CH:23][CH:24]=[CH:25][CH:26]=2)[C:21]([CH3:28])=[C:20]1[C:29]([NH:32][C@H:33]([C:37]([NH:39][CH:40]([CH:49]([OH:52])[CH2:50][F:51])[CH2:41][C:42]([O:44][C:45]([CH3:46])([CH3:47])[CH3:48])=[O:43])=[O:38])[CH:34]([CH3:35])[CH3:36])=[O:31]. The yield is 0.560. (7) The reactants are O1CCC(C[C:8]2[CH:18]=[CH:17][CH:16]=[C:10]3[C:11]([NH:13][C:14](=[O:15])[C:9]=23)=[O:12])OC1.[C:19]([O-:22])(O)=O.[Na+].C([O:27][CH2:28][CH3:29])(=O)C.[CH3:30]O. The catalyst is Cl. The product is [OH:27][CH:28]([CH2:29][CH2:19][OH:22])[CH2:30][N:13]1[C:14](=[O:15])[C:9]2=[CH:8][CH:18]=[CH:17][CH:16]=[C:10]2[C:11]1=[O:12]. The yield is 0.500. (8) The reactants are [Cl-].O[NH3+:3].[C:4](=[O:7])([O-])[OH:5].[Na+].CS(C)=O.[CH:13]([O:16][C:17]1[CH:22]=[CH:21][C:20]([N:23]2[C:28](=[O:29])[C:27]([CH2:30][C:31]3[CH:36]=[CH:35][C:34]([C:37]4[C:38]([C:43]#[N:44])=[CH:39][CH:40]=[CH:41][CH:42]=4)=[CH:33][CH:32]=3)=[C:26]([CH2:45][CH2:46][CH3:47])[N:25]=[C:24]2[O:48][CH3:49])=[CH:19][CH:18]=1)([CH3:15])[CH3:14]. The catalyst is O. The product is [CH:13]([O:16][C:17]1[CH:18]=[CH:19][C:20]([N:23]2[C:28](=[O:29])[C:27]([CH2:30][C:31]3[CH:36]=[CH:35][C:34]([C:37]4[CH:42]=[CH:41][CH:40]=[CH:39][C:38]=4[C:43]4[NH:3][C:4](=[O:7])[O:5][N:44]=4)=[CH:33][CH:32]=3)=[C:26]([CH2:45][CH2:46][CH3:47])[N:25]=[C:24]2[O:48][CH3:49])=[CH:21][CH:22]=1)([CH3:15])[CH3:14]. The yield is 0.330.